Dataset: Forward reaction prediction with 1.9M reactions from USPTO patents (1976-2016). Task: Predict the product of the given reaction. (1) The product is: [Cl:21][C:15]1[C:16]([N:18]([CH3:19])[CH3:20])=[CH:17][C:12]2[O:11][CH:10]([C:22]([N:24]3[CH2:29][CH2:28][C:27]([CH2:30][C:31]4[CH:32]=[CH:33][N:34]=[CH:35][CH:36]=4)([C:37]#[N:38])[CH2:26][CH2:25]3)=[O:23])[CH2:9][NH:8][C:13]=2[CH:14]=1. Given the reactants C(OC([N:8]1[C:13]2[CH:14]=[C:15]([Cl:21])[C:16]([N:18]([CH3:20])[CH3:19])=[CH:17][C:12]=2[O:11][CH:10]([C:22]([N:24]2[CH2:29][CH2:28][C:27]([C:37]#[N:38])([CH2:30][C:31]3[CH:36]=[CH:35][N:34]=[CH:33][CH:32]=3)[CH2:26][CH2:25]2)=[O:23])[CH2:9]1)=O)(C)(C)C.FC(F)(F)C(O)=O, predict the reaction product. (2) Given the reactants [F:1][CH:2]([F:24])[C:3]1[N:8]2[N:9]=[CH:10][C:11]([C:12]#[CH:13])=[C:7]2[N:6]=[C:5]([C:14]2[CH:19]=[CH:18][C:17]([C:20]([F:23])([F:22])[F:21])=[CH:16][CH:15]=2)[CH:4]=1.Br[C:26]1[CH:31]=[CH:30][C:29]([S:32]([N:35]2[CH2:40][CH2:39][O:38][CH2:37][CH2:36]2)(=[O:34])=[O:33])=[CH:28][CH:27]=1, predict the reaction product. The product is: [F:24][CH:2]([F:1])[C:3]1[N:8]2[N:9]=[CH:10][C:11]([C:12]#[C:13][C:26]3[CH:31]=[CH:30][C:29]([S:32]([N:35]4[CH2:36][CH2:37][O:38][CH2:39][CH2:40]4)(=[O:33])=[O:34])=[CH:28][CH:27]=3)=[C:7]2[N:6]=[C:5]([C:14]2[CH:19]=[CH:18][C:17]([C:20]([F:23])([F:22])[F:21])=[CH:16][CH:15]=2)[CH:4]=1. (3) Given the reactants [NH2:1][C:2]1[CH:3]=[C:4]([CH:16]=[CH:17][C:18]=1[F:19])[CH:5]=[C:6]1[C:14]2[CH2:13][CH2:12][CH2:11][CH2:10][C:9]=2[C:8](=O)[O:7]1.O.[NH2:21][NH2:22], predict the reaction product. The product is: [NH2:1][C:2]1[CH:3]=[C:4]([CH:16]=[CH:17][C:18]=1[F:19])[CH2:5][C:6]1[C:14]2[CH2:13][CH2:12][CH2:11][CH2:10][C:9]=2[C:8](=[O:7])[NH:22][N:21]=1. (4) Given the reactants Br[C:2]1[CH:3]=[C:4]([C:8]2[S:12][C:11]([NH:13][C:14]3[CH:19]=[C:18]([N:20]4[CH2:25][CH2:24][O:23][CH2:22][CH2:21]4)[CH:17]=[CH:16][N:15]=3)=[N:10][CH:9]=2)[CH:5]=[N:6][CH:7]=1.[O-]P([O-])([O-])=O.[K+].[K+].[K+].[CH2:34]([NH2:37])[CH2:35][NH2:36], predict the reaction product. The product is: [N:20]1([C:18]2[CH:17]=[CH:16][N:15]=[C:14]([NH:13][C:11]3[S:12][C:8]([C:4]4[CH:3]=[C:2]([NH:36][CH2:35][CH2:34][NH2:37])[CH:7]=[N:6][CH:5]=4)=[CH:9][N:10]=3)[CH:19]=2)[CH2:25][CH2:24][O:23][CH2:22][CH2:21]1. (5) The product is: [F:42][C:40]1[CH:39]=[C:38]2[C:34]([CH:35]=[CH:36][NH:37]2)=[C:33]([C:22]2[N:23]=[C:24]([N:27]3[CH2:28][CH2:29][O:30][CH2:31][CH2:32]3)[C:25]3[S:26][C:18]([CH2:17][N:13]4[CH2:14][CH2:15][C@@H:16]5[NH:8][CH2:9][CH2:10][C@@H:11]5[CH2:12]4)=[CH:19][C:20]=3[N:21]=2)[CH:41]=1. Given the reactants C(OC([N:8]1[C@@H:16]2[C@@H:11]([CH2:12][N:13]([CH2:17][C:18]3[S:26][C:25]4[C:24]([N:27]5[CH2:32][CH2:31][O:30][CH2:29][CH2:28]5)=[N:23][C:22]([C:33]5[CH:41]=[C:40]([F:42])[CH:39]=[C:38]6[C:34]=5[CH:35]=[CH:36][NH:37]6)=[N:21][C:20]=4[CH:19]=3)[CH2:14][CH2:15]2)[CH2:10][CH2:9]1)=O)(C)(C)C.C(O)(C(F)(F)F)=O.C(Cl)Cl, predict the reaction product.